Predict which catalyst facilitates the given reaction. From a dataset of Catalyst prediction with 721,799 reactions and 888 catalyst types from USPTO. Reactant: [H-].[Na+].[Cl:3][C:4]1[CH:5]=[C:6]([CH:19]=[CH:20][C:21]=1[O:22][CH2:23][C:24]1[CH:29]=[CH:28][CH:27]=[C:26]([F:30])[CH:25]=1)[NH:7][C:8]1[C:17]2[C:12](=[CH:13][CH:14]=[CH:15][C:16]=2F)[N:11]=[CH:10][N:9]=1.[CH3:31][O:32][C:33]1[CH:40]=[CH:39][C:36]([CH2:37][OH:38])=[CH:35][CH:34]=1.[H][H]. Product: [Cl:3][C:4]1[CH:5]=[C:6]([CH:19]=[CH:20][C:21]=1[O:22][CH2:23][C:24]1[CH:29]=[CH:28][CH:27]=[C:26]([F:30])[CH:25]=1)[NH:7][C:8]1[C:17]2[C:12](=[CH:13][CH:14]=[CH:15][C:16]=2[O:38][CH2:37][C:36]2[CH:39]=[CH:40][C:33]([O:32][CH3:31])=[CH:34][CH:35]=2)[N:11]=[CH:10][N:9]=1. The catalyst class is: 3.